This data is from Catalyst prediction with 721,799 reactions and 888 catalyst types from USPTO. The task is: Predict which catalyst facilitates the given reaction. (1) Reactant: C(OC([N:8]1[CH2:12][CH:11]([OH:13])[CH:10]([C:14]2[CH:19]=[CH:18][C:17]([NH:20][C:21](=[O:29])[C:22]3[CH:27]=[CH:26][C:25]([Cl:28])=[CH:24][CH:23]=3)=[CH:16][CH:15]=2)[CH2:9]1)=O)(C)(C)C.Cl. The catalyst class is: 523. Product: [ClH:28].[Cl:28][C:25]1[CH:24]=[CH:23][C:22]([C:21]([NH:20][C:17]2[CH:16]=[CH:15][C:14]([CH:10]3[CH:11]([OH:13])[CH2:12][NH:8][CH2:9]3)=[CH:19][CH:18]=2)=[O:29])=[CH:27][CH:26]=1. (2) Reactant: [CH3:1][O:2][C:3]1[CH:8]=[CH:7][C:6]([S:9](Cl)(=[O:11])=[O:10])=[CH:5][CH:4]=1.[Cl:13][C:14]1[CH:26]=[N:25][C:17]2[NH:18][C:19]3[CH2:24][CH2:23][NH:22][CH2:21][C:20]=3[C:16]=2[CH:15]=1.O. Product: [Cl:13][C:14]1[CH:26]=[N:25][C:17]2[NH:18][C:19]3[CH2:24][CH2:23][N:22]([S:9]([C:6]4[CH:7]=[CH:8][C:3]([O:2][CH3:1])=[CH:4][CH:5]=4)(=[O:11])=[O:10])[CH2:21][C:20]=3[C:16]=2[CH:15]=1. The catalyst class is: 17. (3) Reactant: [ClH:1].[CH:2]1([N:6]2[CH2:11][CH2:10][CH:9]([O:12][C:13]3[CH:18]=[CH:17][C:16]([NH:19][C:20](=[O:28])[CH2:21][N:22]4[CH2:27][CH2:26][O:25][CH2:24][CH2:23]4)=[C:15]([F:29])[CH:14]=3)[CH2:8][CH2:7]2)[CH2:5][CH2:4][CH2:3]1. Product: [ClH:1].[ClH:1].[CH:2]1([N:6]2[CH2:7][CH2:8][CH:9]([O:12][C:13]3[CH:18]=[CH:17][C:16]([NH:19][C:20](=[O:28])[CH2:21][N:22]4[CH2:23][CH2:24][O:25][CH2:26][CH2:27]4)=[C:15]([F:29])[CH:14]=3)[CH2:10][CH2:11]2)[CH2:3][CH2:4][CH2:5]1. The catalyst class is: 27. (4) Reactant: [CH3:1][O:2][C:3]1[CH:12]=[C:11]2[C:6]([C:7]([OH:13])=[N:8][CH:9]=[N:10]2)=[CH:5][C:4]=1[OH:14].[CH3:15][C:16](OC(C)=O)=[O:17]. Product: [OH:13][C:7]1[C:6]2[C:11](=[CH:12][C:3]([O:2][CH3:1])=[C:4]([O:14][C:16](=[O:17])[CH3:15])[CH:5]=2)[N:10]=[CH:9][N:8]=1. The catalyst class is: 17. (5) Reactant: [C:1]([O:5][C:6]([N:8]([CH2:14][C:15]1[CH:24]=[CH:23][C:22]2[C:17](=[CH:18][CH:19]=[C:20]([O:25][C@H:26]3[CH2:31][CH2:30][C@H:29]([C:32]([CH3:35])([CH3:34])[CH3:33])[CH2:28][CH2:27]3)[CH:21]=2)[CH:16]=1)[CH2:9][CH2:10][C:11](O)=[O:12])=[O:7])([CH3:4])([CH3:3])[CH3:2].[NH4+:36].[Cl-].CCN(CC)CC.CN(C(ON1N=NC2C=CC=NC1=2)=[N+](C)C)C.F[P-](F)(F)(F)(F)F. Product: [NH2:36][C:11](=[O:12])[CH2:10][CH2:9][N:8]([CH2:14][C:15]1[CH:24]=[CH:23][C:22]2[C:17](=[CH:18][CH:19]=[C:20]([O:25][C@H:26]3[CH2:27][CH2:28][C@H:29]([C:32]([CH3:35])([CH3:34])[CH3:33])[CH2:30][CH2:31]3)[CH:21]=2)[CH:16]=1)[C:6](=[O:7])[O:5][C:1]([CH3:4])([CH3:3])[CH3:2]. The catalyst class is: 1.